The task is: Regression. Given two drug SMILES strings and cell line genomic features, predict the synergy score measuring deviation from expected non-interaction effect.. This data is from NCI-60 drug combinations with 297,098 pairs across 59 cell lines. (1) Drug 2: CC(C)CN1C=NC2=C1C3=CC=CC=C3N=C2N. Cell line: SK-MEL-5. Drug 1: CC1=CC2C(CCC3(C2CCC3(C(=O)C)OC(=O)C)C)C4(C1=CC(=O)CC4)C. Synergy scores: CSS=-10.4, Synergy_ZIP=6.26, Synergy_Bliss=-4.21, Synergy_Loewe=-15.8, Synergy_HSA=-14.5. (2) Drug 1: CN1CCC(CC1)COC2=C(C=C3C(=C2)N=CN=C3NC4=C(C=C(C=C4)Br)F)OC. Drug 2: CN1C(=O)N2C=NC(=C2N=N1)C(=O)N. Cell line: SNB-75. Synergy scores: CSS=3.69, Synergy_ZIP=-1.01, Synergy_Bliss=1.01, Synergy_Loewe=-10.8, Synergy_HSA=-1.06. (3) Drug 1: CC12CCC(CC1=CCC3C2CCC4(C3CC=C4C5=CN=CC=C5)C)O. Drug 2: C1C(C(OC1N2C=C(C(=O)NC2=O)F)CO)O. Cell line: HT29. Synergy scores: CSS=38.9, Synergy_ZIP=-3.33, Synergy_Bliss=-4.42, Synergy_Loewe=-22.6, Synergy_HSA=-2.14. (4) Drug 1: C1=CN(C=N1)CC(O)(P(=O)(O)O)P(=O)(O)O. Drug 2: COC1=C2C(=CC3=C1OC=C3)C=CC(=O)O2. Cell line: MCF7. Synergy scores: CSS=5.30, Synergy_ZIP=-2.38, Synergy_Bliss=-1.63, Synergy_Loewe=1.16, Synergy_HSA=0.504. (5) Drug 1: C1CC(C1)(C(=O)O)C(=O)O.[NH2-].[NH2-].[Pt+2]. Drug 2: CC1=C(C=C(C=C1)NC(=O)C2=CC=C(C=C2)CN3CCN(CC3)C)NC4=NC=CC(=N4)C5=CN=CC=C5. Cell line: NCI-H226. Synergy scores: CSS=-1.31, Synergy_ZIP=-0.957, Synergy_Bliss=-3.28, Synergy_Loewe=-6.65, Synergy_HSA=-2.71. (6) Drug 1: CNC(=O)C1=CC=CC=C1SC2=CC3=C(C=C2)C(=NN3)C=CC4=CC=CC=N4. Drug 2: CCC1=CC2CC(C3=C(CN(C2)C1)C4=CC=CC=C4N3)(C5=C(C=C6C(=C5)C78CCN9C7C(C=CC9)(C(C(C8N6C)(C(=O)OC)O)OC(=O)C)CC)OC)C(=O)OC.C(C(C(=O)O)O)(C(=O)O)O. Cell line: TK-10. Synergy scores: CSS=31.4, Synergy_ZIP=-3.99, Synergy_Bliss=3.87, Synergy_Loewe=-4.62, Synergy_HSA=3.91. (7) Drug 1: CN(C)N=NC1=C(NC=N1)C(=O)N. Drug 2: CC1=C(N=C(N=C1N)C(CC(=O)N)NCC(C(=O)N)N)C(=O)NC(C(C2=CN=CN2)OC3C(C(C(C(O3)CO)O)O)OC4C(C(C(C(O4)CO)O)OC(=O)N)O)C(=O)NC(C)C(C(C)C(=O)NC(C(C)O)C(=O)NCCC5=NC(=CS5)C6=NC(=CS6)C(=O)NCCC[S+](C)C)O. Cell line: RPMI-8226. Synergy scores: CSS=8.23, Synergy_ZIP=0.885, Synergy_Bliss=5.18, Synergy_Loewe=-0.606, Synergy_HSA=-0.357.